This data is from Buchwald-Hartwig C-N cross coupling reaction yields with 55,370 reactions. The task is: Predict the reaction yield, written as a fraction of the theoretical maximum amount of product (1.0 means a 100% yield; for example, 0.34 means a 34% yield). The reactants are FC(F)(F)c1ccc(I)cc1.Cc1ccc(N)cc1.O=S(=O)(O[Pd]1c2ccccc2-c2ccccc2N~1)C(F)(F)F.COc1ccc(OC)c(P([C@]23C[C@H]4C[C@H](C[C@H](C4)C2)C3)[C@]23C[C@H]4C[C@H](C[C@H](C4)C2)C3)c1-c1c(C(C)C)cc(C(C)C)cc1C(C)C.CCN=P(N=P(N(C)C)(N(C)C)N(C)C)(N(C)C)N(C)C.c1ccc(-c2ccon2)cc1. No catalyst specified. The product is Cc1ccc(Nc2ccc(C(F)(F)F)cc2)cc1. The yield is 0.448.